This data is from Full USPTO retrosynthesis dataset with 1.9M reactions from patents (1976-2016). The task is: Predict the reactants needed to synthesize the given product. (1) Given the product [NH2:34][C:31]1[CH:32]=[CH:33][C:28]([O:27][C:24]2[CH:23]=[CH:22][N:21]=[C:20]3[CH:19]=[C:18]([C:15]4[N:16]([CH3:17])[C:12]([CH2:11][N:6]([CH2:7][CH2:8][O:9][CH3:10])[C:5]([NH:4][CH:1]5[CH2:2][CH2:3]5)=[O:38])=[CH:13][N:14]=4)[S:26][C:25]=23)=[C:29]([F:37])[CH:30]=1, predict the reactants needed to synthesize it. The reactants are: [CH:1]1([NH:4][C:5](=[O:38])[N:6]([CH2:11][C:12]2[N:16]([CH3:17])[C:15]([C:18]3[S:26][C:25]4[C:20](=[N:21][CH:22]=[CH:23][C:24]=4[O:27][C:28]4[CH:33]=[CH:32][C:31]([N+:34]([O-])=O)=[CH:30][C:29]=4[F:37])[CH:19]=3)=[N:14][CH:13]=2)[CH2:7][CH2:8][O:9][CH3:10])[CH2:3][CH2:2]1.[Cl-].[NH4+]. (2) Given the product [CH3:12][Si:13]([CH3:15])([CH3:14])[C:16]#[C:17][C:2]1[C:11]2[C:6](=[CH:7][CH:8]=[CH:9][CH:10]=2)[CH:5]=[CH:4][CH:3]=1, predict the reactants needed to synthesize it. The reactants are: Br[C:2]1[C:11]2[C:6](=[CH:7][CH:8]=[CH:9][CH:10]=2)[CH:5]=[CH:4][CH:3]=1.[CH3:12][Si:13]([C:16]#[CH:17])([CH3:15])[CH3:14]. (3) Given the product [CH2:7]([O:14][C:15]1[CH:20]=[CH:19][C:18]([F:21])=[CH:17][C:16]=1[CH:22]([C:30]1[CH:29]=[CH:28][CH:27]=[CH:26][C:25]=1[CH2:24][OH:31])[OH:23])[C:8]1[CH:13]=[CH:12][CH:11]=[CH:10][CH:9]=1, predict the reactants needed to synthesize it. The reactants are: [H-].[Al+3].[Li+].[H-].[H-].[H-].[CH2:7]([O:14][C:15]1[CH:20]=[CH:19][C:18]([F:21])=[CH:17][C:16]=1[CH:22]1[C:30]2[C:25](=[CH:26][CH:27]=[CH:28][CH:29]=2)[C:24](=[O:31])[O:23]1)[C:8]1[CH:13]=[CH:12][CH:11]=[CH:10][CH:9]=1.CC(O)C.[OH-].[Na+]. (4) Given the product [CH2:20]([C:15]1[N:16]=[C:17]([NH2:19])[C:18]2[NH:10][CH:11]=[C:12]([CH2:24][CH2:25][CH2:26][CH2:27][CH2:28][N:29]3[CH2:30][CH2:31][CH2:32][CH2:33][CH2:34]3)[C:13]=2[N:14]=1)[CH2:21][CH2:22][CH3:23], predict the reactants needed to synthesize it. The reactants are: C(OC[N:10]1[C:18]2[C:17]([NH2:19])=[N:16][C:15]([CH2:20][CH2:21][CH2:22][CH3:23])=[N:14][C:13]=2[C:12]([C:24]#[C:25][CH2:26][CH2:27][CH2:28][N:29]2[CH2:34][CH2:33][CH2:32][CH2:31][CH2:30]2)=[CH:11]1)C1C=CC=CC=1.[H][H]. (5) Given the product [Cl:12][C:8]1[CH:7]=[C:6]2[C:11]([C:2]([N:13]3[CH2:18][CH2:17][NH:16][CH2:15][CH2:14]3)=[CH:3][CH:4]=[N:5]2)=[CH:10][CH:9]=1, predict the reactants needed to synthesize it. The reactants are: Cl[C:2]1[C:11]2[C:6](=[CH:7][C:8]([Cl:12])=[CH:9][CH:10]=2)[N:5]=[CH:4][CH:3]=1.[NH:13]1[CH2:18][CH2:17][NH:16][CH2:15][CH2:14]1.C(=O)([O-])[O-].[K+].[K+]. (6) Given the product [OH:19][C:18]1[CH:20]=[CH:21][C:13]([CH:12]=[CH:1][C:2]([C:4]2[CH:9]=[CH:8][C:7]([I:10])=[CH:6][CH:5]=2)=[O:3])=[CH:14][C:15]=1[O:16][CH3:17], predict the reactants needed to synthesize it. The reactants are: [CH3:1][C:2]([C:4]1[CH:9]=[CH:8][C:7]([I:10])=[CH:6][CH:5]=1)=[O:3].O=[CH:12][C:13]1[CH:21]=[CH:20][C:18]([OH:19])=[C:15]([O:16][CH3:17])[CH:14]=1.[OH-].[K+]. (7) Given the product [CH3:15][C:7]1([CH3:16])[C:6](=[O:17])[N:5]([CH2:4][C:3]([OH:18])=[O:2])[C:10]2[CH:11]=[CH:12][CH:13]=[CH:14][C:9]=2[O:8]1, predict the reactants needed to synthesize it. The reactants are: C[O:2][C:3](=[O:18])[CH2:4][N:5]1[C:10]2[CH:11]=[CH:12][CH:13]=[CH:14][C:9]=2[O:8][C:7]([CH3:16])([CH3:15])[C:6]1=[O:17].[OH-].[Na+]. (8) Given the product [N:7]1[CH:8]=[CH:9][CH:10]=[CH:11][C:6]=1[O:3][CH2:2][CH2:1][OH:4], predict the reactants needed to synthesize it. The reactants are: [CH2:1]([OH:4])[CH2:2][OH:3].Cl[C:6]1[CH:11]=[CH:10][CH:9]=[CH:8][N:7]=1.[OH-].[K+].C1OCCOCCOCCOCCOCCOC1. (9) Given the product [CH2:27]([N:8]([CH2:1][C:2]1[CH:3]=[CH:4][CH:5]=[CH:6][CH:7]=1)[C@@H:9]([CH2:16][C:17]1[CH:22]=[CH:21][C:20]([C:23]([F:26])([F:25])[F:24])=[CH:19][CH:18]=1)[CH:10]=[O:11])[C:28]1[CH:33]=[CH:32][CH:31]=[CH:30][CH:29]=1, predict the reactants needed to synthesize it. The reactants are: [CH2:1]([N:8]([CH2:27][C:28]1[CH:33]=[CH:32][CH:31]=[CH:30][CH:29]=1)[C@@H:9]([CH2:16][C:17]1[CH:22]=[CH:21][C:20]([C:23]([F:26])([F:25])[F:24])=[CH:19][CH:18]=1)[C:10](N(OC)C)=[O:11])[C:2]1[CH:7]=[CH:6][CH:5]=[CH:4][CH:3]=1.C1COCC1.[H-].[Al+3].[Li+].[H-].[H-].[H-]. (10) The reactants are: [C:1]([O:5][N:6]=[C:7]1[C:16]2[C:11](=[CH:12][CH:13]=[C:14]([OH:17])[CH:15]=2)[O:10][C:9]([C:18]2[N:23]=[CH:22][N:21]3[CH:24]=[CH:25][CH:26]=[C:20]3[CH:19]=2)=[CH:8]1)([CH3:4])([CH3:3])[CH3:2].Cl[CH2:28][CH:29]([OH:32])[CH2:30][OH:31]. Given the product [C:1]([O:5][N:6]=[C:7]1[C:16]2[C:11](=[CH:12][CH:13]=[C:14]([O:17][CH2:28][CH:29]([OH:32])[CH2:30][OH:31])[CH:15]=2)[O:10][C:9]([C:18]2[N:23]=[CH:22][N:21]3[CH:24]=[CH:25][CH:26]=[C:20]3[CH:19]=2)=[CH:8]1)([CH3:4])([CH3:2])[CH3:3], predict the reactants needed to synthesize it.